This data is from Forward reaction prediction with 1.9M reactions from USPTO patents (1976-2016). The task is: Predict the product of the given reaction. Given the reactants [Cl:1][C:2]1[C:7]([Cl:8])=[CH:6][CH:5]=[CH:4][C:3]=1[NH:9][C:10]1[N:14]=[C:13]([N:15](CC2C=CC(OC)=CC=2)CC2C=CC(OC)=CC=2)[N:12](CC2C=CC(OC)=CC=2)[N:11]=1.C(O)(C(F)(F)F)=O, predict the reaction product. The product is: [Cl:1][C:2]1[C:7]([Cl:8])=[CH:6][CH:5]=[CH:4][C:3]=1[NH:9][C:10]1[N:14]=[C:13]([NH2:15])[NH:12][N:11]=1.